This data is from Reaction yield outcomes from USPTO patents with 853,638 reactions. The task is: Predict the reaction yield, written as a fraction of the theoretical maximum amount of product (1.0 means a 100% yield; for example, 0.34 means a 34% yield). (1) The reactants are C[O:2][C:3]([C:5]1[CH:6]=[C:7]([C:20]2[CH:25]=[CH:24][C:23]([CH3:26])=[CH:22][CH:21]=2)[CH:8]=[C:9]([N:11]2[C:15]([C:16]([F:19])([F:18])[F:17])=[N:14][N:13]=[N:12]2)[CH:10]=1)=[O:4].O[Li].O. The catalyst is C1COCC1.O. The product is [CH3:26][C:23]1[CH:24]=[CH:25][C:20]([C:7]2[CH:8]=[C:9]([N:11]3[C:15]([C:16]([F:18])([F:19])[F:17])=[N:14][N:13]=[N:12]3)[CH:10]=[C:5]([C:3]([OH:4])=[O:2])[CH:6]=2)=[CH:21][CH:22]=1. The yield is 0.970. (2) The reactants are CC[C@H]1[C@H]2C[C@H]([C@H](OC3[C:34]4[C:29](=[CH:30][CH:31]=[CH:32][CH:33]=4)[C:28]([O:35][C@H:36]([C:47]4[CH:56]=[CH:55]N=C5[C:48]=4[CH:49]=[C:50]([O:57]C)[CH:51]=C5)[C@@H:37]4N5C[C@H](CC)[C@@H](CC5)[CH2:38]4)=NN=3)C3C=CN=C4C=3C=C(OC)C=C4)N(CC2)C1.[CH2:59]([O:66]C1C(OC)=CC=CC=1CCC=C)C1C=CC=CC=1.O.C([OH:84])(C)(C)C. No catalyst specified. The product is [CH2:28]([O:35][C:36]1[C:37]([O:66][CH3:59])=[CH:38][CH:55]=[CH:56][C:47]=1[CH2:48][CH2:49][C@H:50]([OH:57])[CH2:51][OH:84])[C:29]1[CH:30]=[CH:31][CH:32]=[CH:33][CH:34]=1. The yield is 0.920. (3) The reactants are [F:1][C:2]([F:30])([F:29])[C:3]1[CH:4]=[C:5]([CH:22]=[C:23]([C:25]([F:28])([F:27])[F:26])[CH:24]=1)[CH2:6][O:7][CH2:8][CH:9]([C:16]1[CH:21]=[CH:20][CH:19]=[CH:18][CH:17]=1)[CH2:10][C:11]([O:13]CC)=[O:12].[OH-].[Na+]. The catalyst is C(O)C. The product is [F:1][C:2]([F:29])([F:30])[C:3]1[CH:4]=[C:5]([CH:22]=[C:23]([C:25]([F:27])([F:26])[F:28])[CH:24]=1)[CH2:6][O:7][CH2:8][CH:9]([C:16]1[CH:21]=[CH:20][CH:19]=[CH:18][CH:17]=1)[CH2:10][C:11]([OH:13])=[O:12]. The yield is 0.900. (4) The reactants are [Cl:1][C:2]1[N:7]=[C:6]([CH2:8][C:9]([C:11]2[C:12]([F:24])=[C:13]([NH:17][C:18](=[O:23])[O:19][CH2:20][CH:21]=[CH2:22])[CH:14]=[CH:15][CH:16]=2)=O)[CH:5]=[CH:4][N:3]=1.C1C(=O)N(Br)C(=O)C1.[CH3:33][C:34]([CH3:39])([CH3:38])[C:35](=[S:37])[NH2:36].O. The catalyst is CC(N(C)C)=O. The product is [Cl:1][C:2]1[N:7]=[C:6]([C:8]2[S:37][C:35]([C:34]([CH3:39])([CH3:38])[CH3:33])=[N:36][C:9]=2[C:11]2[C:12]([F:24])=[C:13]([NH:17][C:18](=[O:23])[O:19][CH2:20][CH:21]=[CH2:22])[CH:14]=[CH:15][CH:16]=2)[CH:5]=[CH:4][N:3]=1. The yield is 0.354. (5) The reactants are CC1(C)C(C)(C)OB([C:9]2[CH:10]=[C:11]3[C:16](=[CH:17][CH:18]=2)[CH2:15][N:14]([C:19]([O:21][C:22]([CH3:25])([CH3:24])[CH3:23])=[O:20])[CH2:13][CH2:12]3)O1.CC1(C)C(C)(C)OB(C2C=CC=C3C=2CN(C(OC(C)(C)C)=O)CC3)O1.FC(F)(F)S(O[C:59]1[CH:60]=[N:61][C:62]([C:65]([F:68])([F:67])[F:66])=[N:63][CH:64]=1)(=O)=O.C(=O)([O-])[O-].[Na+].[Na+]. The catalyst is Cl[Pd]Cl.C1C=CC(P(C2C=CC=CC=2)[C-]2C=CC=C2)=CC=1.C1C=CC(P(C2C=CC=CC=2)[C-]2C=CC=C2)=CC=1.[Fe+2].CCO.C1(C)C=CC=CC=1. The product is [F:66][C:65]([F:68])([F:67])[C:62]1[N:63]=[CH:64][C:59]([C:9]2[CH:10]=[C:11]3[C:16](=[CH:17][CH:18]=2)[CH2:15][N:14]([C:19]([O:21][C:22]([CH3:23])([CH3:24])[CH3:25])=[O:20])[CH2:13][CH2:12]3)=[CH:60][N:61]=1. The yield is 0.480. (6) The reactants are [NH:1]1[CH2:6][CH2:5][O:4][CH2:3][CH2:2]1.C(=O)([O-])[O-].[K+].[K+].[Cl:13][CH2:14][C:15](Cl)=[O:16]. The catalyst is C1(C)C=CC=CC=1. The product is [Cl:13][CH2:14][C:15]([N:1]1[CH2:6][CH2:5][O:4][CH2:3][CH2:2]1)=[O:16]. The yield is 1.00. (7) The reactants are [CH3:1][O:2][C:3]1[CH:10]=[CH:9][CH:8]=[C:7]([O:11][CH3:12])[C:4]=1[CH:5]=[O:6].[Br:13]Br. The catalyst is C(Cl)Cl. The product is [Br:13][C:10]1[C:3]([O:2][CH3:1])=[C:4]([C:7]([O:11][CH3:12])=[CH:8][CH:9]=1)[CH:5]=[O:6]. The yield is 0.600.